Dataset: Full USPTO retrosynthesis dataset with 1.9M reactions from patents (1976-2016). Task: Predict the reactants needed to synthesize the given product. Given the product [CH3:65][O:64][C:49]1[C:50]([C:51](=[O:52])[NH:53][CH2:54][CH2:55][CH2:56][N:57]2[CH2:61][CH2:60][CH2:59][C:58]2=[O:62])=[CH:63][C:46]([NH:45][C:9]([C:7]2[N:8]=[C:4]([CH:1]3[CH2:2][CH2:3]3)[O:5][CH:6]=2)=[O:11])=[C:47]([N:66]2[CH2:67][CH2:68][N:69]([C:72]3[CH:77]=[CH:76][CH:75]=[CH:74][C:73]=3[CH3:78])[CH2:70][CH2:71]2)[CH:48]=1, predict the reactants needed to synthesize it. The reactants are: [CH:1]1([C:4]2[O:5][CH:6]=[C:7]([C:9]([OH:11])=O)[N:8]=2)[CH2:3][CH2:2]1.CN(C(ON1N=NC2C=CC=NC1=2)=[N+](C)C)C.F[P-](F)(F)(F)(F)F.C(N(CC)C(C)C)(C)C.[NH2:45][C:46]1[C:47]([N:66]2[CH2:71][CH2:70][N:69]([C:72]3[CH:77]=[CH:76][CH:75]=[CH:74][C:73]=3[CH3:78])[CH2:68][CH2:67]2)=[CH:48][C:49]([O:64][CH3:65])=[C:50]([CH:63]=1)[C:51]([NH:53][CH2:54][CH2:55][CH2:56][N:57]1[CH2:61][CH2:60][CH2:59][C:58]1=[O:62])=[O:52].[Cl-].[Li+].